The task is: Predict the reaction yield, written as a fraction of the theoretical maximum amount of product (1.0 means a 100% yield; for example, 0.34 means a 34% yield).. This data is from Reaction yield outcomes from USPTO patents with 853,638 reactions. (1) The reactants are [F:1][C:2]1[C:8](F)=[CH:7][CH:6]=[C:5]([N+:10]([O-:12])=[O:11])[C:3]=1[NH2:4].[Br:13][C:14]1[CH:21]=[CH:20][C:17]([CH2:18]N)=[CH:16][CH:15]=1.CS(C)=O.CCN(CC)CC. The yield is 0.890. The catalyst is O.II. The product is [F:1][C:2]1[C:8]([CH2:18][C:17]2[CH:20]=[CH:21][C:14]([Br:13])=[CH:15][CH:16]=2)=[CH:7][CH:6]=[C:5]([N+:10]([O-:12])=[O:11])[C:3]=1[NH2:4]. (2) The reactants are [CH3:1][O:2][C:3]1[CH:8]=[CH:7][C:6]([C:9]2[CH:10]=[C:11]([CH:30]3[CH2:35][CH2:34][NH:33][CH2:32][CH2:31]3)[N:12]([CH2:22][C:23]([O:25][C:26]([CH3:29])([CH3:28])[CH3:27])=[O:24])[C:13]=2[C:14]2[CH:19]=[CH:18][C:17]([O:20][CH3:21])=[CH:16][CH:15]=2)=[CH:5][CH:4]=1.ClC(Cl)(O[C:40](=[O:46])OC(Cl)(Cl)Cl)Cl.C(N(CC)CC)C.Cl.[CH3:56][NH:57][OH:58].[Cl-].[NH4+]. The catalyst is ClCCl. The product is [CH3:1][O:2][C:3]1[CH:4]=[CH:5][C:6]([C:9]2[CH:10]=[C:11]([CH:30]3[CH2:31][CH2:32][N:33]([C:40](=[O:46])[N:57]([OH:58])[CH3:56])[CH2:34][CH2:35]3)[N:12]([CH2:22][C:23]([O:25][C:26]([CH3:29])([CH3:28])[CH3:27])=[O:24])[C:13]=2[C:14]2[CH:15]=[CH:16][C:17]([O:20][CH3:21])=[CH:18][CH:19]=2)=[CH:7][CH:8]=1. The yield is 0.490. (3) The reactants are [NH2:1][CH2:2][CH2:3][C:4]#[N:5].[NH:6]([C:22]([O:24][C:25]([CH3:28])([CH3:27])[CH3:26])=[O:23])[C@H:7]([C:19](O)=[O:20])[CH2:8][C:9]1[CH:18]=[C:17]2[C:12]([CH:13]=[CH:14][CH:15]=[CH:16]2)=[CH:11][CH:10]=1.CN(C(ON1N=NC2C=CC=CC1=2)=[N+](C)C)C.F[P-](F)(F)(F)(F)F.CCN(CC)CC. The catalyst is CN(C=O)C.CCOC(C)=O. The product is [C:25]([O:24][C:22](=[O:23])[NH:6][CH:7]([C:19](=[O:20])[NH:5][CH2:4][CH2:3][C:2]#[N:1])[CH2:8][C:9]1[CH:10]=[CH:11][C:12]2[C:17](=[CH:16][CH:15]=[CH:14][CH:13]=2)[CH:18]=1)([CH3:26])([CH3:28])[CH3:27]. The yield is 0.960. (4) The reactants are C([O:5][C:6](=[O:38])[CH2:7][CH2:8][C:9]1[CH:14]=[CH:13][C:12]([O:15][CH2:16][CH2:17][C:18]2[N:19]=[C:20]([N:24]3[CH2:29][CH2:28][O:27][CH2:26][CH2:25]3)[S:21][C:22]=2[CH3:23])=[CH:11][C:10]=1[CH2:30][NH:31][C:32]([O:34][CH:35]([CH3:37])[CH3:36])=[O:33])(C)(C)C.C1(OC)C=CC=CC=1.C(O)(C(F)(F)F)=O. The catalyst is C(Cl)Cl. The product is [CH:35]([O:34][C:32]([NH:31][CH2:30][C:10]1[CH:11]=[C:12]([O:15][CH2:16][CH2:17][C:18]2[N:19]=[C:20]([N:24]3[CH2:29][CH2:28][O:27][CH2:26][CH2:25]3)[S:21][C:22]=2[CH3:23])[CH:13]=[CH:14][C:9]=1[CH2:8][CH2:7][C:6]([OH:38])=[O:5])=[O:33])([CH3:37])[CH3:36]. The yield is 0.600. (5) The reactants are Br[C:2]1[CH:3]=[C:4]2[C:8](=[CH:9][CH:10]=1)[NH:7][CH:6]=[C:5]2[CH2:11][CH2:12][N:13]([CH3:15])[CH3:14].[C-]#N.[CH3:18][N:19](C=O)C. The catalyst is C1(P([C-]2C=CC=C2)C2C=CC=CC=2)C=CC=CC=1.[C-]1(P(C2C=CC=CC=2)C2C=CC=CC=2)C=CC=C1.[Fe+2].C1COCC1. The product is [CH3:14][N:13]([CH3:15])[CH2:12][CH2:11][C:5]1[C:4]2[C:8](=[CH:9][CH:10]=[C:2]([C:18]#[N:19])[CH:3]=2)[NH:7][CH:6]=1. The yield is 0.840. (6) The reactants are [Si](O[CH2:19][C:20]1[CH:21]=[C:22]([C@H:27]2[C@@H:32]([OH:33])[C@@H:31]([OH:34])[C@H:30]([OH:35])[CH:29]([CH2:36][OH:37])[O:28]2)[CH:23]=[CH:24][C:25]=1Cl)(C(C)(C)C)(C1C=CC=CC=1)C1C=CC=CC=1.[Cl:38][C:39]1[CH:40]=[CH:41][C:42]2[N:43]([C:45](=[O:48])[NH:46][N:47]=2)[CH:44]=1.[C:49](=O)([O-])[O-:50].[Cs+].[Cs+].C(=O)([O-])[O-].[K+].[K+]. The catalyst is CN(C=O)C.CO.ClCCl.CO. The product is [Cl:38][C:39]1[CH:40]=[CH:41][C:42]2[N:43]([C:45](=[O:48])[N:46]([CH2:19][C:20]3[CH:25]=[CH:24][C:23]([O:50][CH3:49])=[C:22]([C@H:27]4[C@H:32]([OH:33])[C@@H:31]([OH:34])[C@H:30]([OH:35])[C@@H:29]([CH2:36][OH:37])[O:28]4)[CH:21]=3)[N:47]=2)[CH:44]=1. The yield is 0.390. (7) The reactants are OC(C(F)(F)F)=O.[C:8]1([N:14]2[CH2:19][CH2:18][N:17]([CH2:20][C:21]3[N:22]=[C:23]([NH:26]C(=O)C)[S:24][CH:25]=3)[CH2:16][CH2:15]2)[CH:13]=[CH:12][CH:11]=[CH:10][CH:9]=1.Cl. The catalyst is C1COCC1. The product is [C:8]1([N:14]2[CH2:19][CH2:18][N:17]([CH2:20][C:21]3[N:22]=[C:23]([NH2:26])[S:24][CH:25]=3)[CH2:16][CH2:15]2)[CH:9]=[CH:10][CH:11]=[CH:12][CH:13]=1. The yield is 0.920. (8) The reactants are [CH2:1]([O:8][C:9]1[CH:14]=[CH:13][N:12]([C:15]2[CH:16]=[CH:17][C:18]3[C:19]4[CH2:28][N:27](C(OC(C)(C)C)=O)[CH2:26][CH2:25][C:20]=4[N:21]([CH3:24])[C:22]=3[CH:23]=2)[C:11](=[O:36])[CH:10]=1)[C:2]1[CH:7]=[CH:6][CH:5]=[CH:4][CH:3]=1.[ClH:37]. The catalyst is CO.CCOCC. The product is [ClH:37].[CH2:1]([O:8][C:9]1[CH:14]=[CH:13][N:12]([C:15]2[CH:16]=[CH:17][C:18]3[C:19]4[CH2:28][NH:27][CH2:26][CH2:25][C:20]=4[N:21]([CH3:24])[C:22]=3[CH:23]=2)[C:11](=[O:36])[CH:10]=1)[C:2]1[CH:3]=[CH:4][CH:5]=[CH:6][CH:7]=1. The yield is 0.850. (9) The reactants are C(=O)([O-])[O-].[Ca+2].[C:6](Cl)(Cl)=[S:7].[Br:10][C:11]1[C:17]([F:18])=[CH:16][C:14]([NH2:15])=[CH:13][C:12]=1[Cl:19].Cl. The catalyst is ClCCl.O. The product is [Br:10][C:11]1[C:17]([F:18])=[CH:16][C:14]([N:15]=[C:6]=[S:7])=[CH:13][C:12]=1[Cl:19]. The yield is 0.870.